This data is from Catalyst prediction with 721,799 reactions and 888 catalyst types from USPTO. The task is: Predict which catalyst facilitates the given reaction. (1) Reactant: [F:1][C:2]1[CH:3]=[C:4]([CH:8]=[CH:9][CH:10]=1)[C:5]([Cl:7])=[O:6].C(OC(=O)[NH:17][CH:18]([C:24]([N:26]1[CH2:30][C:29]([F:32])([F:31])[C:28]([F:34])([F:33])[CH2:27]1)=[O:25])[CH2:19][CH2:20][CH2:21][CH2:22][NH2:23])(C)(C)C.C(N(CC)CC)C.Cl. Product: [ClH:7].[NH2:17][C@H:18]([C:24](=[O:25])[N:26]1[CH2:30][C:29]([F:31])([F:32])[C:28]([F:33])([F:34])[CH2:27]1)[CH2:19][CH2:20][CH2:21][CH2:22][NH:23][C:5](=[O:6])[C:4]1[CH:8]=[CH:9][CH:10]=[C:2]([F:1])[CH:3]=1. The catalyst class is: 363. (2) The catalyst class is: 13. Reactant: [ClH:1].[NH2:2][C@@H:3]1[CH2:8][CH2:7][CH2:6][N:5]([C:9]2[N:17]([CH2:18][C:19]3[CH:24]=[C:23]([F:25])[CH:22]=[CH:21][C:20]=3[Cl:26])[C:16]3[C:15](=[O:27])[N:14]([CH3:28])[C:13](=[O:29])[N:12]([CH3:30])[C:11]=3[CH:10]=2)[CH2:4]1.O.C1(C)C=CC=CC=1. Product: [OH2:27].[ClH:26].[NH2:2][C@@H:3]1[CH2:8][CH2:7][CH2:6][N:5]([C:9]2[N:17]([CH2:18][C:19]3[CH:24]=[C:23]([F:25])[CH:22]=[CH:21][C:20]=3[Cl:26])[C:16]3[C:15](=[O:27])[N:14]([CH3:28])[C:13](=[O:29])[N:12]([CH3:30])[C:11]=3[CH:10]=2)[CH2:4]1.[NH2:2][C@@H:3]1[CH2:8][CH2:7][CH2:6][N:5]([C:9]2[N:17]([CH2:18][C:19]3[CH:24]=[C:23]([F:25])[CH:22]=[CH:21][C:20]=3[Cl:26])[C:16]3[C:15](=[O:27])[N:14]([CH3:28])[C:13](=[O:29])[N:12]([CH3:30])[C:11]=3[CH:10]=2)[CH2:4]1.[ClH:1].